Dataset: Reaction yield outcomes from USPTO patents with 853,638 reactions. Task: Predict the reaction yield, written as a fraction of the theoretical maximum amount of product (1.0 means a 100% yield; for example, 0.34 means a 34% yield). (1) The reactants are Cl[C:2]1[C:7]2[N:8]=[C:9]([S:12][CH3:13])[N:10]=[CH:11][C:6]=2[CH:5]=[C:4]([CH3:14])[N:3]=1.[CH3:15][O:16][C:17]([CH3:21])([CH3:20])[CH2:18][NH2:19].C(N(CC)CC)C. The catalyst is CN1C(=O)CCC1.CCOC(C)=O. The product is [CH3:15][O:16][C:17]([CH3:21])([CH3:20])[CH2:18][NH:19][C:2]1[C:7]2[N:8]=[C:9]([S:12][CH3:13])[N:10]=[CH:11][C:6]=2[CH:5]=[C:4]([CH3:14])[N:3]=1. The yield is 0.610. (2) The reactants are Cl[C:2]1[N:7]=[C:6]([C:8]([N:10]2[CH2:15][CH2:14][CH:13]([N:16]3[CH2:20][CH2:19][CH2:18][CH2:17]3)[CH2:12][CH2:11]2)=[O:9])[C:5]([CH3:21])=[CH:4][C:3]=1[C:22]1[CH:27]=[CH:26][CH:25]=[C:24]([C:28]([F:31])([F:30])[F:29])[CH:23]=1.[CH3:32][O:33][C:34]1[CH:41]=[CH:40][C:37]([CH2:38][NH2:39])=[CH:36][CH:35]=1.C(=O)([O-])[O-].[Cs+].[Cs+]. The catalyst is C1(C)C=CC=CC=1.C([O-])(=O)C.[Pd+2].C([O-])(=O)C.C1(P(C2C=CC=CC=2)C2C=CC3C(=CC=CC=3)C=2C2C3C(=CC=CC=3)C=CC=2P(C2C=CC=CC=2)C2C=CC=CC=2)C=CC=CC=1. The product is [CH3:32][O:33][C:34]1[CH:41]=[CH:40][C:37]([CH2:38][NH:39][C:2]2[N:7]=[C:6]([C:8]([N:10]3[CH2:15][CH2:14][CH:13]([N:16]4[CH2:20][CH2:19][CH2:18][CH2:17]4)[CH2:12][CH2:11]3)=[O:9])[C:5]([CH3:21])=[CH:4][C:3]=2[C:22]2[CH:27]=[CH:26][CH:25]=[C:24]([C:28]([F:31])([F:30])[F:29])[CH:23]=2)=[CH:36][CH:35]=1. The yield is 0.820. (3) The reactants are [CH3:1][C:2]1([CH3:35])[O:7][CH2:6][C:5]([N+:32]([O-:34])=[O:33])([C:8]2[CH:17]=[CH:16][C:15]3[C:10](=[CH:11][CH:12]=[C:13]([O:18][C:19]4[CH:24]=[CH:23][C:22]([O:25][C:26]5C=[CH:30][CH:29]=[CH:28][CH:27]=5)=[CH:21][CH:20]=4)[CH:14]=3)[CH:9]=2)[CH2:4][O:3]1.C(OC1C=CC(O)=CC=1)CCCC. No catalyst specified. The product is [CH3:35][C:2]1([CH3:1])[O:3][CH2:4][C:5]([N+:32]([O-:34])=[O:33])([C:8]2[CH:17]=[CH:16][C:15]3[C:10](=[CH:11][CH:12]=[C:13]([O:18][C:19]4[CH:20]=[CH:21][C:22]([O:25][CH2:26][CH2:27][CH2:28][CH2:29][CH3:30])=[CH:23][CH:24]=4)[CH:14]=3)[CH:9]=2)[CH2:6][O:7]1. The yield is 0.580. (4) The reactants are [NH2:1][C:2]1[CH:3]=[C:4]([OH:9])[CH:5]=[CH:6][C:7]=1[CH3:8].CC(C)([O-])C.[K+].I[C:17]1[CH:18]=[CH:19][C:20]2[N:21]([CH:23]=[C:24]([NH:26][C:27]([CH:29]3[CH2:31][CH:30]3[CH3:32])=[O:28])[N:25]=2)[N:22]=1.C(=O)([O-])[O-].[K+].[K+]. The catalyst is CN(C)C=O. The product is [NH2:1][C:2]1[CH:3]=[C:4]([CH:5]=[CH:6][C:7]=1[CH3:8])[O:9][C:17]1[CH:18]=[CH:19][C:20]2[N:21]([CH:23]=[C:24]([NH:26][C:27]([CH:29]3[CH2:31][CH:30]3[CH3:32])=[O:28])[N:25]=2)[N:22]=1. The yield is 0.560. (5) The reactants are C1C=C(Cl)C=C(C(OO)=[O:9])C=1.[CH2:12]([N:16]([C:29]1[CH:34]=[CH:33][CH:32]=[CH:31][CH:30]=1)[S:17]([C:20]1[CH:25]=[CH:24][CH:23]=[CH:22][C:21]=1[N+:26]([O-:28])=[O:27])(=[O:19])=[O:18])[CH2:13][CH:14]=[CH2:15]. The catalyst is C(Cl)(Cl)Cl.O.C([O-])(O)=O.[Na+]. The product is [N+:26]([C:21]1[CH:22]=[CH:23][CH:24]=[CH:25][C:20]=1[S:17]([N:16]([CH2:12][CH2:13][CH:14]1[CH2:15][O:9]1)[C:29]1[CH:34]=[CH:33][CH:32]=[CH:31][CH:30]=1)(=[O:19])=[O:18])([O-:28])=[O:27]. The yield is 0.969. (6) The reactants are C(O)(C(F)(F)F)=O.[Cl:8][C:9]1[CH:35]=[N:34][C:12]2[N:13]=[C:14]([N:20]3[CH2:25][C@@H:24]4[CH2:26][C@H:21]3[CH2:22][N:23]4C(OC(C)(C)C)=O)[C:15]3[N:16]([CH:17]=[N:18][N:19]=3)[C:11]=2[CH:10]=1. The catalyst is C(Cl)Cl. The product is [C@H:21]12[CH2:26][C@H:24]([NH:23][CH2:22]1)[CH2:25][N:20]2[C:14]1[C:15]2[N:16]([CH:17]=[N:18][N:19]=2)[C:11]2[CH:10]=[C:9]([Cl:8])[CH:35]=[N:34][C:12]=2[N:13]=1. The yield is 0.850.